From a dataset of Full USPTO retrosynthesis dataset with 1.9M reactions from patents (1976-2016). Predict the reactants needed to synthesize the given product. The reactants are: [CH3:1][O:2][C:3]1[CH:4]=[C:5]([CH:8]=[CH:9][C:10]=1[O:11][CH3:12])[CH:6]=O.[C:13]([O-])(=O)[CH3:14].[NH4+].[N+:18]([CH3:21])([O-:20])=[O:19].[C:22](O)(=O)[CH3:23]. Given the product [CH3:12][O:11][C:10]1[CH:9]=[CH:8][C:5]([C@@H:6]2[CH2:14][CH:13]=[CH:23][CH2:22][C@H:21]2[N+:18]([O-:20])=[O:19])=[CH:4][C:3]=1[O:2][CH3:1], predict the reactants needed to synthesize it.